This data is from Reaction yield outcomes from USPTO patents with 853,638 reactions. The task is: Predict the reaction yield, written as a fraction of the theoretical maximum amount of product (1.0 means a 100% yield; for example, 0.34 means a 34% yield). The reactants are C1C=C(Cl)C=C(C(OO)=[O:9])C=1.[Cl:12][C:13]1[C:14]2[C@H:21]([CH3:22])[CH2:20][CH2:19][C:15]=2[N:16]=[CH:17][N:18]=1.C([O-])(O)=O.[Na+].C([O-])([O-])=O.[Na+].[Na+]. The catalyst is C(Cl)(Cl)Cl.O. The product is [Cl:12][C:13]1[N:18]=[CH:17][N+:16]([O-:9])=[C:15]2[CH2:19][CH2:20][C@@H:21]([CH3:22])[C:14]=12. The yield is 1.00.